From a dataset of Forward reaction prediction with 1.9M reactions from USPTO patents (1976-2016). Predict the product of the given reaction. (1) Given the reactants [N:1]1([C:6]2[CH:7]=[C:8]([CH:10]=[CH:11][CH:12]=2)[NH2:9])[CH:5]=[CH:4][CH:3]=[CH:2]1.[Cl:13][C:14]1[CH:19]=[CH:18][C:17]([NH:20][C:21](=[O:28])[CH2:22][O:23][CH2:24][C:25](O)=[O:26])=[C:16]([C:29]([O:31]C)=[O:30])[CH:15]=1, predict the reaction product. The product is: [Cl:13][C:14]1[CH:19]=[CH:18][C:17]([NH:20][C:21](=[O:28])[CH2:22][O:23][CH2:24][C:25](=[O:26])[NH:9][C:8]2[CH:10]=[CH:11][CH:12]=[C:6]([N:1]3[CH:2]=[CH:3][CH:4]=[CH:5]3)[CH:7]=2)=[C:16]([CH:15]=1)[C:29]([OH:31])=[O:30]. (2) Given the reactants [Br:1][C:2]1[C:3]([CH3:22])=[C:4]([C:12]2[CH:17]=[CH:16][CH:15]=[C:14]([C:18]([F:21])([F:20])[F:19])[CH:13]=2)[C:5]2[N:6]([N:8]=[C:9](N)[N:10]=2)[CH:7]=1.BrC1C(C)=C(C2C=CC=C(C(F)(F)F)C=2)C([Cl:30])=NC=1, predict the reaction product. The product is: [Br:1][C:2]1[C:3]([CH3:22])=[C:4]([C:12]2[CH:17]=[CH:16][CH:15]=[C:14]([C:18]([F:21])([F:20])[F:19])[CH:13]=2)[C:5]2[N:6]([N:8]=[C:9]([Cl:30])[N:10]=2)[CH:7]=1.